Task: Regression. Given a peptide amino acid sequence and an MHC pseudo amino acid sequence, predict their binding affinity value. This is MHC class II binding data.. Dataset: Peptide-MHC class II binding affinity with 134,281 pairs from IEDB (1) The peptide sequence is WKPDTVYTSKLQFGA. The MHC is DRB1_0405 with pseudo-sequence DRB1_0405. The binding affinity (normalized) is 0.167. (2) The peptide sequence is AVWVDGKARTAWVDS. The MHC is DRB1_1602 with pseudo-sequence DRB1_1602. The binding affinity (normalized) is 0.532.